This data is from Forward reaction prediction with 1.9M reactions from USPTO patents (1976-2016). The task is: Predict the product of the given reaction. Given the reactants C[O:2][C:3]1[CH:4]=[CH:5][C:6]2[N:29]([CH:30]=1)[C:9]1[N:10]([C:20]3[CH:25]=[CH:24][C:23]([N+:26]([O-:28])=[O:27])=[CH:22][CH:21]=3)[C:11](=[O:19])[C:12]3[C:17]([C:8]=1[N:7]=2)=[C:16]([CH3:18])[CH:15]=[CH:14][CH:13]=3.Br, predict the reaction product. The product is: [OH:2][C:3]1[CH:4]=[CH:5][C:6]2[N:29]([CH:30]=1)[C:9]1[N:10]([C:20]3[CH:25]=[CH:24][C:23]([N+:26]([O-:28])=[O:27])=[CH:22][CH:21]=3)[C:11](=[O:19])[C:12]3[C:17]([C:8]=1[N:7]=2)=[C:16]([CH3:18])[CH:15]=[CH:14][CH:13]=3.